This data is from Full USPTO retrosynthesis dataset with 1.9M reactions from patents (1976-2016). The task is: Predict the reactants needed to synthesize the given product. (1) Given the product [Br:20][C:21]1[CH:26]=[CH:25][C:24]([C:12]2[CH:11]=[CH:10][C:9]3[C:14](=[CH:15][CH:16]=[C:7]([C:1]4[CH:6]=[CH:5][CH:4]=[CH:3][CH:2]=4)[CH:8]=3)[CH:13]=2)=[CH:23][CH:22]=1, predict the reactants needed to synthesize it. The reactants are: [C:1]1([C:7]2[CH:8]=[C:9]3[C:14](=[CH:15][CH:16]=2)[CH:13]=[C:12](B(O)O)[CH:11]=[CH:10]3)[CH:6]=[CH:5][CH:4]=[CH:3][CH:2]=1.[Br:20][C:21]1[CH:26]=[CH:25][C:24](I)=[CH:23][CH:22]=1.C1(C)C=CC=CC=1.C(=O)([O-])[O-].[Na+].[Na+]. (2) Given the product [NH2:31][C:11]1[CH:10]=[C:9]([O:8][CH2:1][C:2]2[CH:3]=[CH:4][CH:5]=[CH:6][CH:7]=2)[C:28]([O:29][CH3:30])=[CH:27][C:12]=1[C:13]([N:15]1[CH:19]=[C:18]([CH2:20][C:21]([O:23][CH3:24])=[O:22])[CH2:17][C@H:16]1[CH2:25][OH:26])=[O:14], predict the reactants needed to synthesize it. The reactants are: [CH2:1]([O:8][C:9]1[C:28]([O:29][CH3:30])=[CH:27][C:12]([C:13]([N:15]2[CH:19]=[C:18]([CH2:20][C:21]([O:23][CH3:24])=[O:22])[CH2:17][C@H:16]2[CH2:25][OH:26])=[O:14])=[C:11]([N+:31]([O-])=O)[CH:10]=1)[C:2]1[CH:7]=[CH:6][CH:5]=[CH:4][CH:3]=1.Cl[Sn]Cl.C(Cl)(Cl)Cl.CO. (3) Given the product [C:18]([O:22][C:23]1[CH:24]=[CH:25][C:26]([CH2:29][C@H:30]([NH:34][C:35](=[O:36])[O:37][CH2:38][CH:39]2[C:51]3[CH:50]=[CH:49][CH:48]=[CH:47][C:46]=3[C:45]3[C:40]2=[CH:41][CH:42]=[CH:43][CH:44]=3)[C:31](=[O:32])[N:6]([CH2:5][CH:4]([O:15][CH2:16][CH3:17])[O:3][CH2:1][CH3:2])[CH2:7][C:8]2[CH:13]=[CH:12][CH:11]=[C:10]([F:14])[N:9]=2)=[CH:27][CH:28]=1)([CH3:21])([CH3:19])[CH3:20], predict the reactants needed to synthesize it. The reactants are: [CH2:1]([O:3][CH:4]([O:15][CH2:16][CH3:17])[CH2:5][NH:6][CH2:7][C:8]1[CH:13]=[CH:12][CH:11]=[C:10]([F:14])[N:9]=1)[CH3:2].[C:18]([O:22][C:23]1[CH:28]=[CH:27][C:26]([CH2:29][C@H:30]([NH:34][C:35]([O:37][CH2:38][CH:39]2[C:51]3[CH:50]=[CH:49][CH:48]=[CH:47][C:46]=3[C:45]3[C:40]2=[CH:41][CH:42]=[CH:43][CH:44]=3)=[O:36])[C:31](O)=[O:32])=[CH:25][CH:24]=1)([CH3:21])([CH3:20])[CH3:19].C(N(CC)CC)C.CN(C(ON1N=NC2C=CC=NC1=2)=[N+](C)C)C.F[P-](F)(F)(F)(F)F. (4) Given the product [C:9]([NH:8][CH2:7][C:6]([OH:15])=[O:5])(=[O:14])[CH2:10][CH2:11][CH2:12][CH3:13], predict the reactants needed to synthesize it. The reactants are: C([O:5][C:6](=[O:15])[CH2:7][NH:8][C:9](=[O:14])[CH2:10][CH2:11][CH2:12][CH3:13])(C)(C)C. (5) Given the product [N:24]1[C:16]([C:15]2[C:10]([NH:9][C:8]3[C:3]([F:2])=[C:4]([NH:32][S:33]([C:36]4[S:40][C:39]([CH3:41])=[N:38][C:37]=4[CH3:42])(=[O:35])=[O:34])[CH:5]=[CH:6][C:7]=3[F:31])=[N:11][CH:12]=[CH:13][CH:14]=2)=[C:17]2[C:21]([NH:20][CH:19]=[N:18]2)=[N:22][CH:23]=1, predict the reactants needed to synthesize it. The reactants are: Cl.[F:2][C:3]1[C:8]([NH:9][C:10]2[C:15]([C:16]3[N:24]=[CH:23][N:22]=[C:21]4[C:17]=3[N:18]=[CH:19][N:20]4C3CCCCO3)=[CH:14][CH:13]=[CH:12][N:11]=2)=[C:7]([F:31])[CH:6]=[CH:5][C:4]=1[NH:32][S:33]([C:36]1[S:40][C:39]([CH3:41])=[N:38][C:37]=1[CH3:42])(=[O:35])=[O:34].